From a dataset of Reaction yield outcomes from USPTO patents with 853,638 reactions. Predict the reaction yield, written as a fraction of the theoretical maximum amount of product (1.0 means a 100% yield; for example, 0.34 means a 34% yield). (1) The reactants are O.[C:2]([OH:12])(=[O:11])/[CH:3]=[CH:4]/[C:5]1[CH:10]=[CH:9][CH:8]=[CH:7][CH:6]=1.[CH2:13]([N+:23]([CH2:26][CH2:27][CH2:28][CH2:29][CH2:30][CH2:31][CH2:32][CH2:33][CH2:34][CH3:35])([CH3:25])[CH3:24])[CH2:14][CH2:15][CH2:16][CH2:17][CH2:18][CH2:19][CH2:20][CH2:21][CH3:22].C(Cl)(Cl)Cl. The yield is 0.930. The product is [C:2]([O-:12])(=[O:11])/[CH:3]=[CH:4]/[C:5]1[CH:6]=[CH:7][CH:8]=[CH:9][CH:10]=1.[CH2:26]([N+:23]([CH2:13][CH2:14][CH2:15][CH2:16][CH2:17][CH2:18][CH2:19][CH2:20][CH2:21][CH3:22])([CH3:25])[CH3:24])[CH2:27][CH2:28][CH2:29][CH2:30][CH2:31][CH2:32][CH2:33][CH2:34][CH3:35]. The catalyst is [Br-].C([N+](CCCCCCCCCC)(C)C)CCCCCCCCC.CS(C)=O. (2) The reactants are [Cl:1][C:2]1[C:3]([F:14])=[C:4]2[C:10]([N+:11]([O-])=O)=[CH:9][NH:8][C:5]2=[N:6][CH:7]=1.Cl[Sn]Cl.[OH-].[Na+].C(Cl)Cl. The catalyst is Cl. The product is [Cl:1][C:2]1[C:3]([F:14])=[C:4]2[C:10]([NH2:11])=[CH:9][NH:8][C:5]2=[N:6][CH:7]=1. The yield is 0.770. (3) The reactants are NC1C=C(C2C([C:14]([N:16]3[CH2:21][CH2:20][N:19]([C:22](OC(C)(C)C)=[O:23])[CH2:18][CH2:17]3)=[O:15])=CC=CC=2)C=CC=1.N1[CH:34]=[CH:33][CH:32]=[CH:31][CH:30]=1.[C:35]1([S:41](Cl)(=[O:43])=[O:42])[CH:40]=[CH:39][CH:38]=[CH:37][CH:36]=1.[C:45](Cl)(=O)OCC.[OH:51][C:52]1(C(O)=O)[CH2:54][CH2:53]1.F[P-](F)(F)(F)(F)F.[N:65]1(O[P+](N(C)C)(N(C)C)N(C)C)[C:69]2[CH:70]=[CH:71][CH:72]=[CH:73][C:68]=2N=N1. The catalyst is [OH-].[Na+].C(OCC)(=O)C. The product is [OH:51][C:52]1([C:14]([N:16]2[CH2:21][CH2:20][N:19]([C:22]([C:30]3[CH:45]=[CH:34][C:33]([C:73]4[CH:72]=[CH:71][CH:70]=[C:69]([NH:65][S:41]([C:35]5[CH:40]=[CH:39][CH:38]=[CH:37][CH:36]=5)(=[O:43])=[O:42])[CH:68]=4)=[CH:32][CH:31]=3)=[O:23])[CH2:18][CH2:17]2)=[O:15])[CH2:54][CH2:53]1. The yield is 0.510. (4) The reactants are C(N(C(C)C)CC)(C)C.I[CH2:11][C:12]([NH2:14])=[O:13].[F:15][C:16]1[CH:17]=[CH:18]/[C:19](=[N:22]\[S:23]([C:26]2[CH:31]=[CH:30][C:29]([CH3:32])=[CH:28][CH:27]=2)(=[O:25])=[O:24])/[NH:20][CH:21]=1. The catalyst is CN(C=O)C. The product is [F:15][C:16]1[CH:17]=[CH:18]/[C:19](=[N:22]\[S:23]([C:26]2[CH:31]=[CH:30][C:29]([CH3:32])=[CH:28][CH:27]=2)(=[O:25])=[O:24])/[N:20]([CH2:11][C:12]([NH2:14])=[O:13])[CH:21]=1. The yield is 0.680. (5) The reactants are C([O:6][C@@H:7]([C:9]1[N:14]=[C:13]([N:15]2[CH2:24][CH2:23][C:22]3[C:21]([C:25]4[CH:30]=[CH:29][CH:28]=[CH:27][CH:26]=4)=[N:20][C:19]([CH3:31])=[N:18][C:17]=3[CH2:16]2)[CH:12]=[CH:11][N:10]=1)[CH3:8])(=O)CCC.Cl.[OH-].[Na+]. The catalyst is O1CCOCC1. The product is [CH3:31][C:19]1[N:20]=[C:21]([C:25]2[CH:30]=[CH:29][CH:28]=[CH:27][CH:26]=2)[C:22]2[CH2:23][CH2:24][N:15]([C:13]3[CH:12]=[CH:11][N:10]=[C:9]([C@H:7]([OH:6])[CH3:8])[N:14]=3)[CH2:16][C:17]=2[N:18]=1. The yield is 0.880. (6) The reactants are [C:1]([C:4]1[S:8][C:7]([C:9]([OH:11])=[O:10])=[CH:6][CH:5]=1)(=[O:3])[CH3:2].OS(O)(=O)=O.[CH2:17](O)[CH3:18]. No catalyst specified. The product is [CH2:17]([O:10][C:9]([C:7]1[S:8][C:4]([C:1](=[O:3])[CH3:2])=[CH:5][CH:6]=1)=[O:11])[CH3:18]. The yield is 0.840. (7) The product is [Br:1][C:2]1[CH:13]=[CH:12][C:5]([C:6](=[O:7])[CH2:17][CH2:18][CH2:19][CH3:20])=[CH:4][C:3]=1[F:14]. The yield is 0.590. The reactants are [Br:1][C:2]1[CH:13]=[CH:12][C:5]([C:6](N(OC)C)=[O:7])=[CH:4][C:3]=1[F:14].[Mg].Br[CH2:17][CH2:18][CH2:19][CH3:20]. No catalyst specified. (8) The product is [Cl:10][CH2:11][CH2:12][CH2:13][O:14][C:15]1[CH:24]=[C:23]2[C:18]([C:19]([NH:25][C:26]3[CH:30]=[C:29]([CH2:31][C:32]([NH:4][C:3]4[CH:5]=[CH:6][CH:7]=[C:8]([F:9])[C:2]=4[F:1])=[O:33])[NH:28][N:27]=3)=[N:20][CH:21]=[N:22]2)=[CH:17][CH:16]=1. The catalyst is N1C=CC=CC=1.C(OCC)(=O)C. The yield is 0.890. The reactants are [F:1][C:2]1[C:8]([F:9])=[CH:7][CH:6]=[CH:5][C:3]=1[NH2:4].[Cl:10][CH2:11][CH2:12][CH2:13][O:14][C:15]1[CH:24]=[C:23]2[C:18]([C:19]([NH:25][C:26]3[CH:30]=[C:29]([CH2:31][C:32](O)=[O:33])[NH:28][N:27]=3)=[N:20][CH:21]=[N:22]2)=[CH:17][CH:16]=1.P(Cl)(Cl)(Cl)=O.CCOCC.